From a dataset of Forward reaction prediction with 1.9M reactions from USPTO patents (1976-2016). Predict the product of the given reaction. (1) Given the reactants C(OC([N:8]1[CH2:13][CH2:12][CH:11]([CH2:14][C:15]([O:18][CH2:19][CH:20]=[CH2:21])([CH3:17])[CH3:16])[CH2:10][CH2:9]1)=O)(C)(C)C, predict the reaction product. The product is: [CH2:19]([O:18][C:15]([CH3:16])([CH3:17])[CH2:14][CH:11]1[CH2:10][CH2:9][NH:8][CH2:13][CH2:12]1)[CH2:20][CH3:21]. (2) The product is: [Cl:1][C:2]1[C:3]([C:17]2[C:22]([Cl:23])=[CH:21][N:20]=[C:19]([NH2:26])[CH:18]=2)=[N:4][C:5]([NH:9][CH2:10][CH:11]2[CH2:16][CH2:15][O:14][CH2:13][CH2:12]2)=[C:6]([Cl:8])[CH:7]=1. Given the reactants [Cl:1][C:2]1[C:3]([C:17]2[C:22]([Cl:23])=[CH:21][N:20]=[C:19](F)[CH:18]=2)=[N:4][C:5]([NH:9][CH2:10][CH:11]2[CH2:16][CH2:15][O:14][CH2:13][CH2:12]2)=[C:6]([Cl:8])[CH:7]=1.[OH-].[NH4+:26], predict the reaction product. (3) Given the reactants [CH3:1][O:2][C:3]1[CH:11]=[CH:10][C:6]2[NH:7][CH:8]=[N:9][C:5]=2[CH:4]=1.C([O-])(=O)C.[K+].[Br:17]Br, predict the reaction product. The product is: [Br:17][C:11]1[C:3]([O:2][CH3:1])=[CH:4][C:5]2[NH:9][CH:8]=[N:7][C:6]=2[CH:10]=1. (4) Given the reactants [Cl:1][C:2]1[CH:3]=[CH:4][C:5]2[C:11](=O)[C:10](=[CH:13]N(C)C)[CH2:9][C:8](=[O:17])[NH:7][C:6]=2[CH:18]=1.[CH3:19][O:20][C:21]1[CH:26]=[CH:25][C:24]([NH:27][C:28]([NH2:30])=[NH:29])=[CH:23][CH:22]=1, predict the reaction product. The product is: [Cl:1][C:2]1[CH:3]=[CH:4][C:5]2[C:11]3[N:29]=[C:28]([NH:27][C:24]4[CH:23]=[CH:22][C:21]([O:20][CH3:19])=[CH:26][CH:25]=4)[N:30]=[CH:13][C:10]=3[CH2:9][C:8](=[O:17])[NH:7][C:6]=2[CH:18]=1. (5) The product is: [Cl:1][C:2]1[CH:20]=[CH:19][C:5]([O:6][C:7]2[C:15]3[C:10](=[CH:11][CH:12]=[C:13]([S:16][CH3:17])[CH:14]=3)[N:9]([CH2:28][C:29]([O:31][CH3:32])=[O:30])[C:8]=2[CH3:18])=[CH:4][CH:3]=1. Given the reactants [Cl:1][C:2]1[CH:20]=[CH:19][C:5]([O:6][C:7]2[C:15]3[C:10](=[CH:11][CH:12]=[C:13]([S:16][CH3:17])[CH:14]=3)[NH:9][C:8]=2[CH3:18])=[CH:4][CH:3]=1.C(=O)([O-])[O-].[K+].[K+].Br[CH2:28][C:29]([O:31][CH3:32])=[O:30], predict the reaction product. (6) Given the reactants [Br:1][C:2]1[N:7]=[CH:6][C:5]([CH:8]=[O:9])=[CH:4][CH:3]=1.[CH2:10](O)[CH2:11][CH2:12][OH:13].C12(CS(O)(=O)=O)C(C)(C)C(CC1)CC2=O.O, predict the reaction product. The product is: [Br:1][C:2]1[CH:3]=[CH:4][C:5]([CH:8]2[O:13][CH2:12][CH2:11][CH2:10][O:9]2)=[CH:6][N:7]=1. (7) Given the reactants Br[CH:2]([C:6]1[CH:11]=[CH:10][CH:9]=[CH:8][CH:7]=1)[C:3]([OH:5])=[O:4].[NH2:12][C:13]1[CH:14]=[C:15]([CH:22]=[CH:23][CH:24]=1)[C:16]([O:18][CH2:19][CH:20]=[CH2:21])=[O:17].CCN(C(C)C)C(C)C, predict the reaction product. The product is: [CH2:19]([O:18][C:16]([C:15]1[CH:14]=[C:13]([NH:12][CH:2]([C:6]2[CH:11]=[CH:10][CH:9]=[CH:8][CH:7]=2)[C:3]([OH:5])=[O:4])[CH:24]=[CH:23][CH:22]=1)=[O:17])[CH:20]=[CH2:21].